The task is: Predict the product of the given reaction.. This data is from Forward reaction prediction with 1.9M reactions from USPTO patents (1976-2016). (1) The product is: [ClH:1].[ClH:43].[Cl:1][C:2]1[CH:10]=[CH:9][CH:8]=[C:7]2[C:3]=1[CH2:4][N:5]([C:11]([O:13][C@@H:14]1[CH2:18][C@@H:17]([C:19](=[O:35])[NH:20][C@:21]3([C:26](=[O:34])[NH:27][S:28]([CH:31]4[CH2:32][CH2:33]4)(=[O:30])=[O:29])[CH2:23][C@H:22]3[CH2:24][CH3:25])[NH:16][CH2:15]1)=[O:12])[CH2:6]2. Given the reactants [Cl:1][C:2]1[CH:10]=[CH:9][CH:8]=[C:7]2[C:3]=1[CH2:4][N:5]([C:11]([O:13][C@@H:14]1[CH2:18][C@@H:17]([C:19](=[O:35])[NH:20][C@:21]3([C:26](=[O:34])[NH:27][S:28]([CH:31]4[CH2:33][CH2:32]4)(=[O:30])=[O:29])[CH2:23][C@H:22]3[CH2:24][CH3:25])[N:16](C(OC(C)(C)C)=O)[CH2:15]1)=[O:12])[CH2:6]2.[ClH:43].O1CCOCC1, predict the reaction product. (2) Given the reactants [OH-].[Na+].[SH:3][C:4]1[CH:5]=[C:6]([C:10](=[O:12])[CH3:11])[CH:7]=[CH:8][CH:9]=1.Br[CH:14]1[CH2:18][CH2:17][CH2:16][CH2:15]1.C(OCC)(=O)C, predict the reaction product. The product is: [CH:14]1([S:3][C:4]2[CH:5]=[C:6]([C:10](=[O:12])[CH3:11])[CH:7]=[CH:8][CH:9]=2)[CH2:18][CH2:17][CH2:16][CH2:15]1. (3) Given the reactants [BH4-].[Na+].[Cl:3][C:4]1[N:9]=[CH:8][C:7]([CH2:10][NH:11][C:12]([C:14]2([C:29]#[N:30])[CH2:19][CH2:18][N:17]([C:20]3[C:21]4[CH:28]=[CH:27][NH:26][C:22]=4[N:23]=[CH:24][N:25]=3)[CH2:16][CH2:15]2)=[O:13])=[CH:6][CH:5]=1, predict the reaction product. The product is: [Cl:3][C:4]1[N:9]=[CH:8][C:7]([CH2:10][NH:11][C:12]([C:14]2([CH2:29][NH2:30])[CH2:15][CH2:16][N:17]([C:20]3[C:21]4[CH:28]=[CH:27][NH:26][C:22]=4[N:23]=[CH:24][N:25]=3)[CH2:18][CH2:19]2)=[O:13])=[CH:6][CH:5]=1. (4) Given the reactants Br[CH2:2][C:3]1[CH:4]=[C:5]([CH:8]=[C:9]([CH3:11])[CH:10]=1)[C:6]#[N:7].[C-:12]#[N:13].[K+], predict the reaction product. The product is: [C:12]([CH2:2][C:3]1[CH:4]=[C:5]([CH:8]=[C:9]([CH3:11])[CH:10]=1)[C:6]#[N:7])#[N:13]. (5) Given the reactants OC1C=CC=C[N+]=1[O-].[NH:9]1[C:13](=[O:14])[CH2:12][CH2:11][C@H:10]1[C:15]([OH:17])=O.[NH2:18][CH:19]1[CH2:24][CH2:23][N:22]([C:25]([O:27][CH2:28][C:29]2[CH:34]=[CH:33][CH:32]=[CH:31][CH:30]=2)=[O:26])[CH2:21][CH2:20]1.Cl.CN(C)CCCN=C=NCC.Cl.[C:48](O[C:48]([O:50][C:51]([CH3:54])([CH3:53])[CH3:52])=[O:49])([O:50][C:51]([CH3:54])([CH3:53])[CH3:52])=[O:49], predict the reaction product. The product is: [C:51]([O:50][C:48]([N:9]1[C:13](=[O:14])[CH2:12][CH2:11][C@H:10]1[C:15]([NH:18][CH:19]1[CH2:20][CH2:21][N:22]([C:25]([O:27][CH2:28][C:29]2[CH:34]=[CH:33][CH:32]=[CH:31][CH:30]=2)=[O:26])[CH2:23][CH2:24]1)=[O:17])=[O:49])([CH3:54])([CH3:53])[CH3:52]. (6) Given the reactants Br[C:2]1[CH:10]=[C:9]2[C:5]([CH:6]=[N:7][N:8]2[CH2:11][CH:12]([CH3:14])[CH3:13])=[CH:4][C:3]=1[O:15][C:16]1[CH:21]=[CH:20][C:19]([F:22])=[CH:18][C:17]=1[F:23].C[C:25]([N:27](C)C)=O, predict the reaction product. The product is: [F:23][C:17]1[CH:18]=[C:19]([F:22])[CH:20]=[CH:21][C:16]=1[O:15][C:3]1[CH:4]=[C:5]2[C:9](=[CH:10][C:2]=1[C:25]#[N:27])[N:8]([CH2:11][CH:12]([CH3:14])[CH3:13])[N:7]=[CH:6]2. (7) Given the reactants [O:1]=[C:2]1[NH:6][C@@H:5]([C:7]([O:9][CH2:10][CH3:11])=[O:8])[CH2:4][CH2:3]1.CN(C=O)C.Br[CH2:18][C:19]1[CH:24]=[CH:23][CH:22]=[CH:21][C:20]=1[C:25]([F:28])([F:27])[F:26].C([O-])([O-])=O.[K+].[K+].C1OCCOCCOCCOCCOCCOC1, predict the reaction product. The product is: [CH2:10]([O:9][C:7]([C@H:5]1[CH2:4][CH2:3][C:2](=[O:1])[N:6]1[CH2:18][C:19]1[CH:24]=[CH:23][CH:22]=[CH:21][C:20]=1[C:25]([F:26])([F:27])[F:28])=[O:8])[CH3:11].